This data is from Forward reaction prediction with 1.9M reactions from USPTO patents (1976-2016). The task is: Predict the product of the given reaction. (1) Given the reactants [NH2:1][C:2]1[C:7]([C:8]([C:10]2[CH:11]=[N:12][CH:13]=[CH:14][CH:15]=2)=[O:9])=[CH:6][CH:5]=[CH:4][N:3]=1.C([O-])([O-])=O.[Na+].[Na+].[Br:22]Br.CO, predict the reaction product. The product is: [NH2:1][C:2]1[C:7]([C:8]([C:10]2[CH:11]=[N:12][CH:13]=[CH:14][CH:15]=2)=[O:9])=[CH:6][C:5]([Br:22])=[CH:4][N:3]=1. (2) Given the reactants [CH3:1][O:2][C:3]([C:5]1([NH:18][C:19](=[O:24])[CH2:20][CH2:21][CH2:22]Cl)[CH2:10][CH2:9][N:8]([C:11]([O:13][C:14]([CH3:17])([CH3:16])[CH3:15])=[O:12])[CH2:7][CH2:6]1)=[O:4].[H-].[Na+], predict the reaction product. The product is: [CH3:1][O:2][C:3]([C:5]1([N:18]2[CH2:22][CH2:21][CH2:20][C:19]2=[O:24])[CH2:10][CH2:9][N:8]([C:11]([O:13][C:14]([CH3:17])([CH3:16])[CH3:15])=[O:12])[CH2:7][CH2:6]1)=[O:4].